This data is from Reaction yield outcomes from USPTO patents with 853,638 reactions. The task is: Predict the reaction yield, written as a fraction of the theoretical maximum amount of product (1.0 means a 100% yield; for example, 0.34 means a 34% yield). (1) The yield is 0.410. The product is [C:3]([C:7]1[CH:12]=[CH:11][CH:10]=[CH:9][C:8]=1[N:13]1[CH2:14][CH2:15][N:16]([C:19](=[O:29])[C:20]([NH:22][CH:23]2[CH2:24][CH2:25][N:26]([S:31]([CH3:30])(=[O:33])=[O:32])[CH2:27][CH2:28]2)=[O:21])[CH2:17][CH2:18]1)([CH3:6])([CH3:4])[CH3:5]. The catalyst is N1C=CC=CC=1. The reactants are Cl.Cl.[C:3]([C:7]1[CH:12]=[CH:11][CH:10]=[CH:9][C:8]=1[N:13]1[CH2:18][CH2:17][N:16]([C:19](=[O:29])[C:20]([NH:22][CH:23]2[CH2:28][CH2:27][NH:26][CH2:25][CH2:24]2)=[O:21])[CH2:15][CH2:14]1)([CH3:6])([CH3:5])[CH3:4].[CH3:30][S:31](Cl)(=[O:33])=[O:32].C([O-])(O)=O.[Na+]. (2) The yield is 0.130. The catalyst is Cl[Pd](Cl)([P](C1C=CC=CC=1)(C1C=CC=CC=1)C1C=CC=CC=1)[P](C1C=CC=CC=1)(C1C=CC=CC=1)C1C=CC=CC=1. The reactants are [CH:1]1([S:4]([NH:7][C:8]([C:10]2([NH:15][C:16]([CH:18]3[CH2:22][CH:21]([O:23][C:24]4[CH:29]=[CH:28][N:27]=[C:26](Cl)[N:25]=4)[CH2:20][CH:19]3[C:31]([N:33]([CH2:35][CH2:36][CH2:37][CH2:38][CH:39]=[CH2:40])[CH3:34])=[O:32])=[O:17])[CH2:12][CH:11]2[CH:13]=[CH2:14])=[O:9])(=[O:6])=[O:5])[CH2:3][CH2:2]1.[C:41]1(B(O)O)[CH:46]=[CH:45][CH:44]=[CH:43][CH:42]=1. The product is [CH:1]1([S:4]([NH:7][C:8]([C:10]2([NH:15][C:16]([CH:18]3[CH2:22][CH:21]([O:23][C:24]4[CH:29]=[CH:28][N:27]=[C:26]([C:41]5[CH:46]=[CH:45][CH:44]=[CH:43][CH:42]=5)[N:25]=4)[CH2:20][CH:19]3[C:31]([N:33]([CH2:35][CH2:36][CH2:37][CH2:38][CH:39]=[CH2:40])[CH3:34])=[O:32])=[O:17])[CH2:12][CH:11]2[CH:13]=[CH2:14])=[O:9])(=[O:6])=[O:5])[CH2:3][CH2:2]1.